This data is from Reaction yield outcomes from USPTO patents with 853,638 reactions. The task is: Predict the reaction yield, written as a fraction of the theoretical maximum amount of product (1.0 means a 100% yield; for example, 0.34 means a 34% yield). (1) The reactants are [N:1]([CH2:4][CH:5]([C:7]1[CH:8]=[C:9]([C:13](=[O:34])[C:14](=[C:25]2[NH:29][C:28]3[CH:30]=[CH:31][CH:32]=[CH:33][C:27]=3[NH:26]2)[C:15]([C:17]2[CH:22]=[C:21]([F:23])[CH:20]=[C:19]([F:24])[CH:18]=2)=[O:16])[CH:10]=[CH:11][CH:12]=1)[OH:6])=[N+]=[N-].[H][H]. The catalyst is [C].[Pd].C(OCC)(=O)C. The product is [NH2:1][CH2:4][CH:5]([C:7]1[CH:8]=[C:9]([C:13](=[O:34])[C:14](=[C:25]2[NH:29][C:28]3[CH:30]=[CH:31][CH:32]=[CH:33][C:27]=3[NH:26]2)[C:15]([C:17]2[CH:22]=[C:21]([F:23])[CH:20]=[C:19]([F:24])[CH:18]=2)=[O:16])[CH:10]=[CH:11][CH:12]=1)[OH:6]. The yield is 0.470. (2) The reactants are [C:1]1(B(O)O)[CH:6]=[CH:5][CH:4]=[CH:3][CH:2]=1.[F-].[K+].Cl[C:13]1[CH:14]=[C:15]2[C:20](=[C:21]([N+:23]([O-:25])=[O:24])[CH:22]=1)[N:19]=[CH:18][CH:17]=[CH:16]2. The catalyst is C([O-])(=O)C.[Pd+2].C([O-])(=O)C.C(P(C(C)(C)C)C1C=CC=CC=1C1C=CC=CC=1)(C)(C)C.O1CCCC1. The product is [N+:23]([C:21]1[CH:22]=[C:13]([C:1]2[CH:6]=[CH:5][CH:4]=[CH:3][CH:2]=2)[CH:14]=[C:15]2[C:20]=1[N:19]=[CH:18][CH:17]=[CH:16]2)([O-:25])=[O:24]. The yield is 0.660.